Task: Binary Classification. Given a drug SMILES string, predict its activity (active/inactive) in a high-throughput screening assay against a specified biological target.. Dataset: Cav3 T-type calcium channel HTS with 100,875 compounds (1) The drug is O=C1/C(=C\Nn2cnnc2)C=CC=C1. The result is 0 (inactive). (2) The drug is O1C(OCc2ccc(cc2)CO)CC(c2c(=O)c3c(oc2)cccc3)C=C1C(O)=O. The result is 0 (inactive). (3) The molecule is OC(c1ccccc1)C(=O)N\N=C\C(=C/c1ccccc1)C. The result is 0 (inactive). (4) The molecule is S=c1n(c(=O)c2c([nH]1)cc(C(=O)N1CC(CC(C1)C)C)cc2)Cc1cc2OCOc2cc1. The result is 0 (inactive). (5) The drug is S(c1n(c(nn1)c1ccncc1)c1ccc(F)cc1)Cc1onc(n1)c1cc(OC)c(OC)cc1. The result is 0 (inactive).